From a dataset of Forward reaction prediction with 1.9M reactions from USPTO patents (1976-2016). Predict the product of the given reaction. (1) The product is: [CH3:34][N:33]([S:30]([N:6]([CH2:5][C:4]([OH:36])=[O:3])[CH2:7][C:8]1[CH:9]=[CH:10][C:11]([O:14][CH2:15][CH2:16][C:17]2[N:18]=[C:19]([C:23]3[CH:24]=[CH:25][C:26]([CH3:29])=[CH:27][CH:28]=3)[O:20][C:21]=2[CH3:22])=[CH:12][CH:13]=1)(=[O:31])=[O:32])[CH3:35]. Given the reactants C([O:3][C:4](=[O:36])[CH2:5][N:6]([S:30]([N:33]([CH3:35])[CH3:34])(=[O:32])=[O:31])[CH2:7][C:8]1[CH:13]=[CH:12][C:11]([O:14][CH2:15][CH2:16][C:17]2[N:18]=[C:19]([C:23]3[CH:28]=[CH:27][C:26]([CH3:29])=[CH:25][CH:24]=3)[O:20][C:21]=2[CH3:22])=[CH:10][CH:9]=1)C.O.[OH-].[Li+], predict the reaction product. (2) Given the reactants [OH:1][C:2]1[CH:7]=[CH:6][C:5]([CH2:8][CH2:9][C:10]([O:12][CH3:13])=[O:11])=[CH:4][CH:3]=1.[CH3:14][N:15]1[C:19]([CH3:20])=[C:18]([C:21]2[CH:22]=[C:23]([CH2:27]O)[CH:24]=[CH:25][CH:26]=2)[C:17]([CH3:29])=[N:16]1.C(P(CCCC)CCCC)CCC.N(C(N1CCCCC1)=O)=NC(N1CCCCC1)=O, predict the reaction product. The product is: [CH3:14][N:15]1[C:19]([CH3:20])=[C:18]([C:21]2[CH:22]=[C:23]([CH:24]=[CH:25][CH:26]=2)[CH2:27][O:1][C:2]2[CH:3]=[CH:4][C:5]([CH2:8][CH2:9][C:10]([O:12][CH3:13])=[O:11])=[CH:6][CH:7]=2)[C:17]([CH3:29])=[N:16]1. (3) Given the reactants [OH:1][B:2]1[CH:7]([NH:8][C:9](=[O:17])[CH2:10][C:11]2[CH:16]=[CH:15][N:14]=[CH:13][CH:12]=2)[CH2:6][C:5]2[CH:18]=[CH:19][CH:20]=[C:21]([C:22]([OH:24])=[O:23])[C:4]=2[O:3]1, predict the reaction product. The product is: [CH2:21]([O:23][C:22]([C:21]1[C:4]2[O:3][B:2]([OH:1])[C@@H:7]([NH:8][C:9](=[O:17])[CH2:10][C:11]3[CH:12]=[CH:13][N:14]=[CH:15][CH:16]=3)[CH2:6][C:5]=2[CH:18]=[CH:19][CH:20]=1)=[O:24])[CH2:4][CH2:5][CH3:6]. (4) Given the reactants [NH2:1][C:2]1[S:6][N:5]=[C:4]([C:7]2[CH:12]=[CH:11][CH:10]=[C:9]([N+:13]([O-])=[O:14])[CH:8]=2)[C:3]=1[C:16]([NH2:18])=[O:17].[H][H], predict the reaction product. The product is: [NH2:1][C:2]1[S:6][N:5]=[C:4]([C:7]2[CH:12]=[CH:11][CH:10]=[C:9]([NH:13][OH:14])[CH:8]=2)[C:3]=1[C:16]([NH2:18])=[O:17]. (5) Given the reactants [N:1]1[C:9]([S:10]CC2OC(=O)C3C(C=2C2C=CC=CC=2)=CC=CC=3)=[C:8]2[C:4]([NH:5][CH:6]=[N:7]2)=[N:3][CH:2]=1.Br[CH:30]([C:32]1[O:33][C:34](=[O:49])[C:35]2[C:40]([C:41]=1[C:42]1[CH:47]=[CH:46][CH:45]=[C:44]([F:48])[CH:43]=1)=[CH:39][CH:38]=[CH:37][CH:36]=2)[CH3:31].O.N1C(S)=C2C(NC=N2)=NC=1.C([O-])([O-])=O.[K+].[K+], predict the reaction product. The product is: [N:1]1[C:9]([S:10][CH:30]([C:32]2[O:33][C:34](=[O:49])[C:35]3[C:40]([C:41]=2[C:42]2[CH:47]=[CH:46][CH:45]=[C:44]([F:48])[CH:43]=2)=[CH:39][CH:38]=[CH:37][CH:36]=3)[CH3:31])=[C:8]2[C:4]([NH:5][CH:6]=[N:7]2)=[N:3][CH:2]=1. (6) Given the reactants [Cl:1][C:2]1[CH:9]=[CH:8][C:5]([CH:6]=O)=[CH:4][CH:3]=1.[NH2:10][C:11]1[CH:15]=[CH:14][NH:13][N:12]=1.[F:16][C:17]([F:27])([F:26])[C:18](=O)[CH2:19][C:20]([O:22][CH2:23][CH3:24])=[O:21], predict the reaction product. The product is: [Cl:1][C:2]1[CH:9]=[CH:8][C:5]([CH:6]2[C:19]([C:20]([O:22][CH2:23][CH3:24])=[O:21])=[C:18]([C:17]([F:16])([F:26])[F:27])[NH:10][C:11]3=[N:12][NH:13][CH:14]=[C:15]23)=[CH:4][CH:3]=1. (7) The product is: [Cl:13][C:7]1[C:6]2[C:2]3[NH:1][CH:16]([C:17]4[S:21][C:20]([CH:22]([CH3:23])[CH3:24])=[N:19][CH:18]=4)[CH2:15][C:14](=[O:25])[C:3]=3[O:4][C:5]=2[CH:10]=[CH:9][C:8]=1[O:11][CH3:12]. Given the reactants [NH2:1][C:2]1[C:6]2[C:7]([Cl:13])=[C:8]([O:11][CH3:12])[CH:9]=[CH:10][C:5]=2[O:4][C:3]=1[C:14](=[O:25])/[CH:15]=[CH:16]/[C:17]1[S:21][C:20]([CH:22]([CH3:24])[CH3:23])=[N:19][CH:18]=1.CC#N.OP(O)(O)=O, predict the reaction product. (8) Given the reactants [CH:1]1([C:4]2[N:8]=[C:7]([C:9]3[C:13]4[C:14]([CH3:20])([CH3:19])[O:15][C:16]([CH3:18])([CH3:17])[C:12]=4[S:11][C:10]=3[NH2:21])[O:6][N:5]=2)[CH2:3][CH2:2]1.[C:22]12[C:30](=O)[O:29][C:27](=[O:28])[C:23]=1[CH2:24][CH2:25][CH2:26]2.C1CCN2C(=NCCC2)CC1.Cl, predict the reaction product. The product is: [CH:1]1([C:4]2[N:8]=[C:7]([C:9]3[C:13]4[C:14]([CH3:20])([CH3:19])[O:15][C:16]([CH3:17])([CH3:18])[C:12]=4[S:11][C:10]=3[N:21]3[C:27](=[O:28])[C:23]4[CH2:24][CH2:25][CH2:26][C:22]=4[C:30]3=[O:29])[O:6][N:5]=2)[CH2:3][CH2:2]1. (9) The product is: [CH3:4][S:5][C:6]1[N:11]=[C:10]([C@H:12]2[CH2:16][CH2:15][CH2:14][O:13]2)[C:9]([C:17]([OH:19])=[O:18])=[CH:8][N:7]=1. Given the reactants O.[OH-].[Li+].[CH3:4][S:5][C:6]1[N:11]=[C:10]([C@H:12]2[CH2:16][CH2:15][CH2:14][O:13]2)[C:9]([C:17]([O:19]C)=[O:18])=[CH:8][N:7]=1, predict the reaction product.